Dataset: Forward reaction prediction with 1.9M reactions from USPTO patents (1976-2016). Task: Predict the product of the given reaction. Given the reactants [C:1](Cl)(=[O:3])[CH3:2].[NH2:5][C:6]1([CH3:19])[CH2:11][CH2:10][N:9]([C:12]([O:14][C:15]([CH3:18])([CH3:17])[CH3:16])=[O:13])[CH2:8][CH2:7]1.CCN(C(C)C)C(C)C, predict the reaction product. The product is: [C:15]([O:14][C:12]([N:9]1[CH2:8][CH2:7][C:6]([NH:5][C:1](=[O:3])[CH3:2])([CH3:19])[CH2:11][CH2:10]1)=[O:13])([CH3:18])([CH3:17])[CH3:16].